Dataset: Catalyst prediction with 721,799 reactions and 888 catalyst types from USPTO. Task: Predict which catalyst facilitates the given reaction. (1) Reactant: Cl.[NH2:2][CH2:3][C:4]1[CH:9]=[CH:8][C:7]([NH:10]/[C:11](=[C:18]2\[C:19](=[O:30])[NH:20][C:21]3[C:26]\2=[CH:25][C:24]([N+:27]([O-:29])=[O:28])=[CH:23][CH:22]=3)/[C:12]2[CH:17]=[CH:16][CH:15]=[CH:14][CH:13]=2)=[CH:6][CH:5]=1.[CH:31](=O)[CH2:32][CH3:33].C([BH3-])#N.[Na+]. Product: [CH2:31]([NH:2][CH2:3][C:4]1[CH:5]=[CH:6][C:7]([NH:10]/[C:11](=[C:18]2\[C:19](=[O:30])[NH:20][C:21]3[C:26]\2=[CH:25][C:24]([N+:27]([O-:29])=[O:28])=[CH:23][CH:22]=3)/[C:12]2[CH:13]=[CH:14][CH:15]=[CH:16][CH:17]=2)=[CH:8][CH:9]=1)[CH2:32][CH3:33]. The catalyst class is: 5. (2) Reactant: [CH3:1][O:2][C:3]1[C:8]2[N:9]=[C:10]([NH2:12])[S:11][C:7]=2[C:6]([C:13]2[N:14]=[C:15]([C:18]3[CH:19]=[N:20][C:21]([CH3:24])=[CH:22][CH:23]=3)[S:16][CH:17]=2)=[CH:5][CH:4]=1.C(N(CC)CC)C.[C:32](Cl)(Cl)=[O:33].[NH:36]1[CH2:41][CH2:40][O:39][CH2:38][CH2:37]1. Product: [CH3:1][O:2][C:3]1[C:8]2[N:9]=[C:10]([NH:12][C:32]([N:36]3[CH2:41][CH2:40][O:39][CH2:38][CH2:37]3)=[O:33])[S:11][C:7]=2[C:6]([C:13]2[N:14]=[C:15]([C:18]3[CH:19]=[N:20][C:21]([CH3:24])=[CH:22][CH:23]=3)[S:16][CH:17]=2)=[CH:5][CH:4]=1. The catalyst class is: 38. (3) Reactant: [O:1]1[CH2:5][CH2:4][CH:3]([CH:6]2[C:15]3[C:10](=[CH:11][CH:12]=[CH:13][CH:14]=3)[N:9]([CH2:16][C:17]([NH2:19])=O)[CH2:8][CH2:7]2)[CH2:2]1.O1CCCC1.B. Product: [O:1]1[CH2:5][CH2:4][CH:3]([CH:6]2[C:15]3[C:10](=[CH:11][CH:12]=[CH:13][CH:14]=3)[N:9]([CH2:16][CH2:17][NH2:19])[CH2:8][CH2:7]2)[CH2:2]1. The catalyst class is: 1. (4) Reactant: [OH-].[Li+].C[O:4][C:5](=[O:33])[C:6]1[CH:11]=[CH:10][CH:9]=[CH:8][C:7]=1[NH:12][S:13]([C:16]1[CH:21]=[CH:20][C:19]([C:22](=[O:32])[NH:23][CH2:24][CH2:25][C:26]2[CH:31]=[CH:30][CH:29]=[CH:28][CH:27]=2)=[CH:18][CH:17]=1)(=[O:15])=[O:14]. Product: [CH2:24]([NH:23][C:22]([C:19]1[CH:20]=[CH:21][C:16]([S:13]([NH:12][C:7]2[CH:8]=[CH:9][CH:10]=[CH:11][C:6]=2[C:5]([OH:33])=[O:4])(=[O:14])=[O:15])=[CH:17][CH:18]=1)=[O:32])[CH2:25][C:26]1[CH:27]=[CH:28][CH:29]=[CH:30][CH:31]=1. The catalyst class is: 1.